Dataset: Forward reaction prediction with 1.9M reactions from USPTO patents (1976-2016). Task: Predict the product of the given reaction. (1) The product is: [CH3:1][O:2][C:3](=[O:15])[C:4]1[CH:9]=[CH:8][CH:7]=[C:6]([N:10]([S:11]([CH3:14])(=[O:13])=[O:12])[C:16]2[CH:21]=[CH:20][CH:19]=[CH:18][CH:17]=2)[CH:5]=1. Given the reactants [CH3:1][O:2][C:3](=[O:15])[C:4]1[CH:9]=[CH:8][CH:7]=[C:6]([NH:10][S:11]([CH3:14])(=[O:13])=[O:12])[CH:5]=1.[C:16]1(B(O)O)[CH:21]=[CH:20][CH:19]=[CH:18][CH:17]=1.CCN(CC)CC, predict the reaction product. (2) Given the reactants [CH:1]1([N:6]2[CH2:11][CH2:10][N:9]([C:12]([C:14]3[CH:15]=[C:16]4[C:20](=[CH:21][CH:22]=3)[NH:19][C:18]([C:23]([N:25]3[CH2:30][CH2:29][C:28]([F:32])([F:31])[CH2:27][CH2:26]3)=[O:24])=[CH:17]4)=[O:13])[CH2:8][CH2:7]2)[CH2:5][CH2:4][CH2:3][CH2:2]1.[C:33]([C:35]1[CH:36]=[C:37](B(O)O)[CH:38]=[CH:39][CH:40]=1)#[N:34].N1C=CC=CC=1, predict the reaction product. The product is: [CH:1]1([N:6]2[CH2:7][CH2:8][N:9]([C:12]([C:14]3[CH:15]=[C:16]4[C:20](=[CH:21][CH:22]=3)[N:19]([C:39]3[CH:40]=[C:35]([CH:36]=[CH:37][CH:38]=3)[C:33]#[N:34])[C:18]([C:23]([N:25]3[CH2:26][CH2:27][C:28]([F:31])([F:32])[CH2:29][CH2:30]3)=[O:24])=[CH:17]4)=[O:13])[CH2:10][CH2:11]2)[CH2:5][CH2:4][CH2:3][CH2:2]1. (3) The product is: [CH2:1]([C:8]12[CH2:24][CH2:23][C:22](=[O:25])[CH:21]=[C:9]1[CH2:10][CH2:11][CH2:12][C:13]1[CH:18]=[C:17]([OH:19])[CH:16]=[CH:15][C:14]=12)[C:2]1[CH:3]=[CH:4][CH:5]=[CH:6][CH:7]=1. Given the reactants [CH2:1]([C:8]12[CH2:24][CH2:23][C:22](=[O:25])[CH:21]=[C:9]1[CH2:10][CH2:11][CH2:12][C:13]1[CH:18]=[C:17]([O:19]C)[CH:16]=[CH:15][C:14]=12)[C:2]1[CH:7]=[CH:6][CH:5]=[CH:4][CH:3]=1.CS(O)(=O)=O, predict the reaction product. (4) Given the reactants [C:1]([NH:5][C:6]1[CH:11]=[CH:10][C:9]([N+:12]([O-])=O)=[CH:8][CH:7]=1)(=[O:4])[CH2:2][CH3:3].[H][H], predict the reaction product. The product is: [C:1]([NH:5][C:6]1[CH:11]=[CH:10][C:9]([NH2:12])=[CH:8][CH:7]=1)(=[O:4])[CH2:2][CH3:3].